Dataset: M1 muscarinic receptor agonist screen with 61,833 compounds. Task: Binary Classification. Given a drug SMILES string, predict its activity (active/inactive) in a high-throughput screening assay against a specified biological target. (1) The result is 0 (inactive). The molecule is O=C1CC(C\C(=N\CC(O)=O)C1)(C)C. (2) The compound is o1nc(nc1c1ccc(OCC)cc1)c1c(cccc1)C. The result is 0 (inactive). (3) The compound is s1c2c(n(c(c2)C(OCC)=O)CC(=O)Nc2c(c(ccc2)C)C)cc1C. The result is 0 (inactive). (4) The compound is S(Cc1nc2n([nH]nc2c(=O)n1)Cc1ccc(F)cc1)CC(=O)Nc1ccc(N(C)C)cc1. The result is 0 (inactive). (5) The drug is S1C(Cc2c(C1)c(N1CCOCC1)nc1sc(c(N)c21)C#N)(C)C. The result is 0 (inactive). (6) The result is 1 (active). The drug is Oc1c2c(C(=O)c3c(C2=O)c(O)ccc3)cc(c1)C(O)=O. (7) The compound is S(=O)(=O)(N1CCC(CC1)C(=O)N1CCN(CC1)CC)c1c2ncccc2ccc1. The result is 0 (inactive). (8) The compound is O1CCN(CP(O)(=O)CCc2ncccc2)CC1. The result is 0 (inactive).